Dataset: Full USPTO retrosynthesis dataset with 1.9M reactions from patents (1976-2016). Task: Predict the reactants needed to synthesize the given product. (1) Given the product [CH3:37][S:38]([OH:41])(=[O:40])=[O:39].[CH:1]#[C:2][CH2:3][NH:4][C@H:5]1[C:13]2[CH:12]=[CH:11][CH:10]=[CH:9][C:8]=2[CH2:7][CH2:6]1, predict the reactants needed to synthesize it. The reactants are: [CH:1]#[C:2][CH2:3][NH:4][C@H:5]1[C:13]2[C:8](=[CH:9][CH:10]=[CH:11][CH:12]=2)[CH2:7][CH2:6]1.[CH:1]#[C:2][CH2:3][NH:4][C@H:5]1[C:13]2[C:8](=[CH:9][CH:10]=[CH:11][CH:12]=2)[CH2:7][CH2:6]1.[C@H](O)(C(O)=O)[C@@H](O)C(O)=O.[CH3:37][S:38]([OH:41])(=[O:40])=[O:39]. (2) Given the product [CH3:65][N:62]1[CH2:63][CH2:64][C:59](=[C:56]2[C:55]3[CH:66]=[CH:67][CH:68]=[CH:69][C:54]=3[O:53][CH2:52][C:51]3[CH:50]=[C:49]([CH2:11][C:10]([O:13][C:14]([CH3:17])([CH3:16])[CH3:15])=[O:12])[S:58][C:57]2=3)[CH2:60][CH2:61]1, predict the reactants needed to synthesize it. The reactants are: C[Si](C)(C)N[Si](C)(C)C.[C:10]([O:13][C:14]([CH3:17])([CH3:16])[CH3:15])(=[O:12])[CH3:11].CC(C1C=CC=C(C(C)C)C=1N1C=[N+](C2C(C(C)C)=CC=CC=2C(C)C)CC1)C.[Cl-].Br[C:49]1[S:58][C:57]2[C:56](=[C:59]3[CH2:64][CH2:63][N:62]([CH3:65])[CH2:61][CH2:60]3)[C:55]3[CH:66]=[CH:67][CH:68]=[CH:69][C:54]=3[O:53][CH2:52][C:51]=2[CH:50]=1. (3) Given the product [Cl:1][C:2]1[CH:3]=[C:4]([CH:12]([CH3:17])[C:13]([OH:15])=[O:14])[CH:5]=[CH:6][C:7]=1[S:8]([CH3:11])(=[O:10])=[O:9], predict the reactants needed to synthesize it. The reactants are: [Cl:1][C:2]1[CH:3]=[C:4]([CH:12]([CH3:17])[C:13]([O:15]C)=[O:14])[CH:5]=[CH:6][C:7]=1[S:8]([CH3:11])(=[O:10])=[O:9].[OH-].[Na+].C(OCC)(=O)C.CCCCCC. (4) The reactants are: [CH3:1][N:2]1[C:7]2[S:8][C:9]([C:11]([OH:13])=O)=[CH:10][C:6]=2[CH2:5][NH:4][CH2:3]1.CN1CCOCC1.O.ON1C2C=CC=CC=2N=N1.[CH3:32][O:33][C:34]1[CH:41]=[CH:40][C:37]([CH2:38][NH2:39])=[CH:36][CH:35]=1.Cl.CN(C)CCCN=C=NCC. Given the product [CH3:32][O:33][C:34]1[CH:41]=[CH:40][C:37]([CH2:38][NH:39][C:11]([C:9]2[S:8][C:7]3[N:2]([CH3:1])[CH2:3][NH:4][CH2:5][C:6]=3[CH:10]=2)=[O:13])=[CH:36][CH:35]=1, predict the reactants needed to synthesize it. (5) Given the product [CH2:1]([O:3][C:4]([CH:6]1[CH:11]2[CH2:12][O:13][CH2:14][C:15](=[O:16])[N:10]2[CH2:9][CH2:8][CH2:7]1)=[O:5])[CH3:2], predict the reactants needed to synthesize it. The reactants are: [CH2:1]([O:3][C:4]([C:6]1[CH2:7][CH2:8][CH2:9][N:10]2[C:15](=[O:16])[CH2:14][O:13][CH2:12][C:11]=12)=[O:5])[CH3:2]. (6) Given the product [CH:10]1[C:15]2[C:14](=[N:27][C:22]3[C:23]4[C:24]([C:25]5[C:26]([C:21]=3[N:28]=2)=[N:28][C:21]2[C:22](=[CH:23][CH:24]=[CH:25][CH:26]=2)[N:27]=5)=[N:28][C:21]2[C:22](=[CH:23][CH:24]=[CH:25][CH:26]=2)[N:27]=4)[CH:13]=[CH:12][CH:11]=1, predict the reactants needed to synthesize it. The reactants are: O.O.O.O.O.O.O.O.O=[C:10]1[C:15](=O)[C:14](=O)[C:13](=O)[C:12](=O)[C:11]1=O.[C:21]1([NH2:28])[CH:26]=[CH:25][CH:24]=[CH:23][C:22]=1[NH2:27]. (7) Given the product [CH2:1]([O:3][C:4]([C:6]1([C:9]2[CH:14]=[CH:13][C:12]([C:15]3[CH:16]=[CH:17][C:18]([C:21]4[S:22][C:23]([F:29])=[CH:36][C:35]=4[NH:32][C:33]([O:64][C@@H:62]([C:56]4[CH:57]=[CH:58][C:59]([F:61])=[CH:60][C:55]=4[Cl:54])[CH3:63])=[O:44])=[CH:19][CH:20]=3)=[CH:11][CH:10]=2)[CH2:8][CH2:7]1)=[O:5])[CH3:2], predict the reactants needed to synthesize it. The reactants are: [CH2:1]([O:3][C:4]([C:6]1([C:9]2[CH:14]=[CH:13][C:12]([C:15]3[CH:20]=[CH:19][C:18]([C:21]4[S:22][C:23]([F:29])=CC=4C(O)=O)=[CH:17][CH:16]=3)=[CH:11][CH:10]=2)[CH2:8][CH2:7]1)=[O:5])[CH3:2].C([N:32]([CH2:35][CH3:36])[CH2:33]C)C.C1(P(N=[N+]=[N-])(C2C=CC=CC=2)=[O:44])C=CC=CC=1.[Cl:54][C:55]1[CH:60]=[C:59]([F:61])[CH:58]=[CH:57][C:56]=1[C@H:62]([OH:64])[CH3:63]. (8) Given the product [N+:1]([C:4]1[CH:5]=[CH:6][C:7]([C@@H:10]2[O:18][C@H:11]2[CH2:12][OH:13])=[CH:8][CH:9]=1)([O-:3])=[O:2], predict the reactants needed to synthesize it. The reactants are: [N+:1]([C:4]1[CH:9]=[CH:8][C:7](/[CH:10]=[CH:11]/[CH2:12][OH:13])=[CH:6][CH:5]=1)([O-:3])=[O:2].C([O:18]O)(C)(C)C.